Dataset: Catalyst prediction with 721,799 reactions and 888 catalyst types from USPTO. Task: Predict which catalyst facilitates the given reaction. (1) Reactant: Cl[C:2]1[C:3]([C:23]#[N:24])=[N:4][CH:5]=[C:6]([N:8]2[CH2:13][CH2:12][CH2:11][C@@H:10]([N:14]3[CH2:19][CH2:18][CH2:17][N:16]([CH3:20])[C:15]3=[O:21])[C@H:9]2[CH3:22])[N:7]=1.Cl.[CH:26]1([N:31]2[CH2:36][CH2:35][CH:34]([C:37]3[CH:43]=[CH:42][C:40]([NH2:41])=[CH:39][CH:38]=3)[CH2:33][CH2:32]2)[CH2:30][CH2:29][CH2:28][CH2:27]1.C(=O)([O-])[O-].[Cs+].[Cs+].C1C=CC(P(C2C(C3C(P(C4C=CC=CC=4)C4C=CC=CC=4)=CC=C4C=3C=CC=C4)=C3C(C=CC=C3)=CC=2)C2C=CC=CC=2)=CC=1. Product: [CH:26]1([N:31]2[CH2:36][CH2:35][CH:34]([C:37]3[CH:43]=[CH:42][C:40]([NH:41][C:2]4[C:3]([C:23]#[N:24])=[N:4][CH:5]=[C:6]([N:8]5[CH2:13][CH2:12][CH2:11][C@@H:10]([N:14]6[CH2:19][CH2:18][CH2:17][N:16]([CH3:20])[C:15]6=[O:21])[C@H:9]5[CH3:22])[N:7]=4)=[CH:39][CH:38]=3)[CH2:33][CH2:32]2)[CH2:30][CH2:29][CH2:28][CH2:27]1. The catalyst class is: 231. (2) Reactant: [NH2:1][C:2]1[CH:3]=[C:4]([CH:25]=[CH:26][C:27]=1[NH2:28])[C:5]([NH:7][N:8]=[C:9]([C:11]1[C:15]([OH:16])=[C:14]([C:17]2[CH:22]=[CH:21][C:20]([Cl:23])=[C:19]([Cl:24])[CH:18]=2)[S:13][CH:12]=1)[CH3:10])=[O:6].C[C:30](C)([O-:32])C.[Na+].Cl. Product: [Cl:24][C:19]1[CH:18]=[C:17]([C:14]2[S:13][CH:12]=[C:11]([C:9](=[N:8][NH:7][C:5]([C:4]3[CH:25]=[CH:26][C:27]4[NH:28][C:30](=[O:32])[NH:1][C:2]=4[CH:3]=3)=[O:6])[CH3:10])[C:15]=2[OH:16])[CH:22]=[CH:21][C:20]=1[Cl:23]. The catalyst class is: 7. (3) Reactant: [Br:1][C:2]1[CH:3]=[C:4]([C@@:9]([NH:19][S@@](C(C)(C)C)=O)([CH2:12][C@H:13]([OH:18])[C:14]([F:17])([F:16])[F:15])[CH2:10][F:11])[C:5]([F:8])=[N:6][CH:7]=1.Cl.O1CCOCC1. Product: [NH2:19][C@@:9]([C:4]1[C:5]([F:8])=[N:6][CH:7]=[C:2]([Br:1])[CH:3]=1)([CH2:10][F:11])[CH2:12][C@H:13]([OH:18])[C:14]([F:16])([F:15])[F:17]. The catalyst class is: 61. (4) Reactant: Br[C:2]1[CH:3]=[C:4]([O:18][CH2:19][CH3:20])[C:5]([O:8][CH2:9][C:10]2[CH:15]=[CH:14][C:13]([O:16][CH3:17])=[CH:12][CH:11]=2)=[N:6][CH:7]=1.[CH3:21][C:22]1([CH3:38])[C:26]([CH3:28])([CH3:27])[O:25][B:24]([B:24]2[O:25][C:26]([CH3:28])([CH3:27])[C:22]([CH3:38])([CH3:21])[O:23]2)[O:23]1.C([O-])(=O)C.[K+]. Product: [CH2:19]([O:18][C:4]1[C:5]([O:8][CH2:9][C:10]2[CH:15]=[CH:14][C:13]([O:16][CH3:17])=[CH:12][CH:11]=2)=[N:6][CH:7]=[C:2]([B:24]2[O:25][C:26]([CH3:28])([CH3:27])[C:22]([CH3:38])([CH3:21])[O:23]2)[CH:3]=1)[CH3:20]. The catalyst class is: 75.